From a dataset of HIV replication inhibition screening data with 41,000+ compounds from the AIDS Antiviral Screen. Binary Classification. Given a drug SMILES string, predict its activity (active/inactive) in a high-throughput screening assay against a specified biological target. (1) The compound is Cl.NC(Cc1ccc(OCc2ccccc2)cc1)C(=O)NC(Cc1ccccc1)C(=O)Oc1c(Cl)c(Cl)c(Cl)c(Cl)c1Cl. The result is 0 (inactive). (2) The drug is Cc1ccc(S(=O)(=O)OCC2CO2)cc1. The result is 0 (inactive). (3) The molecule is COc1ccc2nc3cccc([N+](=O)[O-])c3c(NCCNCCO)c2c1. The result is 0 (inactive). (4) The molecule is Cn1c(-c2cccs2)cc(-c2cccs2)c1-c1ccco1. The result is 0 (inactive).